This data is from Reaction yield outcomes from USPTO patents with 853,638 reactions. The task is: Predict the reaction yield, written as a fraction of the theoretical maximum amount of product (1.0 means a 100% yield; for example, 0.34 means a 34% yield). (1) The reactants are [CH3:1][O:2][C:3]1[CH:4]=[C:5]([C:9]2[CH:17]=[CH:16][CH:15]=[C:14]3[C:10]=2[CH2:11][C:12](=[O:18])[NH:13]3)[CH:6]=[CH:7][CH:8]=1.[CH:19]([N:22]([CH:37]([CH3:39])[CH3:38])[CH2:23][CH2:24][NH:25][C:26]([C:28]1[C:32]([CH3:33])=[C:31]([CH:34]=O)[NH:30][C:29]=1[CH3:36])=[O:27])([CH3:21])[CH3:20]. The catalyst is C(O)C.N1CCCCC1. The product is [CH:37]([N:22]([CH:19]([CH3:21])[CH3:20])[CH2:23][CH2:24][NH:25][C:26]([C:28]1[C:32]([CH3:33])=[C:31]([CH:34]=[C:11]2[C:10]3[C:14](=[CH:15][CH:16]=[CH:17][C:9]=3[C:5]3[CH:6]=[CH:7][CH:8]=[C:3]([O:2][CH3:1])[CH:4]=3)[NH:13][C:12]2=[O:18])[NH:30][C:29]=1[CH3:36])=[O:27])([CH3:38])[CH3:39]. The yield is 0.790. (2) The reactants are [OH:1][C@H:2]1[CH2:7][NH:6][C@H:5]([C:8]([OH:10])=O)[C@@H:4]([C:11]([O:13][CH3:14])=[O:12])[CH2:3]1.[C:15]1([N:21]2[CH2:26][CH2:25][NH:24][CH2:23][CH2:22]2)[CH:20]=[CH:19][CH:18]=[CH:17][CH:16]=1.F[P-](F)(F)(F)(F)F.N1(O[P+](N(C)C)(N(C)C)N(C)C)C2C=CC=CC=2N=N1.CN(C)C=O.C(N(CC)C(C)C)(C)C.C(Cl)Cl.Cl[C:72]([O:74][CH3:75])=[O:73]. No catalyst specified. The product is [OH:1][C@H:2]1[CH2:7][N:6]([C:72]([O:74][CH3:75])=[O:73])[C@H:5]([C:8]([N:24]2[CH2:25][CH2:26][N:21]([C:15]3[CH:20]=[CH:19][CH:18]=[CH:17][CH:16]=3)[CH2:22][CH2:23]2)=[O:10])[C@@H:4]([C:11]([O:13][CH3:14])=[O:12])[CH2:3]1. The yield is 0.830. (3) The reactants are [CH:1]1([C:4]2[CH:9]=[CH:8][N:7]=[CH:6][C:5]=2[N:10]2[CH2:14][CH2:13][NH:12][C:11]2=[O:15])[CH2:3][CH2:2]1.Br[C:17]1[CH:18]=[CH:19][C:20]2[O:24][CH:23]=[C:22]([CH3:25])[C:21]=2[CH:26]=1.CN[C@@H]1CCCC[C@H]1NC.P([O-])([O-])([O-])=O.[K+].[K+].[K+]. The catalyst is [Cu](I)I.O1CCOCC1. The product is [CH:1]1([C:4]2[CH:9]=[CH:8][N:7]=[CH:6][C:5]=2[N:10]2[CH2:14][CH2:13][N:12]([C:17]3[CH:18]=[CH:19][C:20]4[O:24][CH:23]=[C:22]([CH3:25])[C:21]=4[CH:26]=3)[C:11]2=[O:15])[CH2:3][CH2:2]1. The yield is 0.420. (4) The reactants are [C:1]([O:5][C:6]([N:8]1[CH2:11][C:10](=[CH:12][C:13]2[N:14]([CH3:39])[C:15]3[C:20]([N:21]=2)=[C:19]([N:22]2[CH2:27][CH2:26][O:25][CH2:24][CH2:23]2)[N:18]=[C:17]([N:28]2[C:32]4[CH:33]=[CH:34][CH:35]=[CH:36][C:31]=4[N:30]=[C:29]2[CH2:37][CH3:38])[N:16]=3)[CH2:9]1)=[O:7])([CH3:4])([CH3:3])[CH3:2]. The catalyst is CCO.CC(O)=O.[Pd]. The product is [C:1]([O:5][C:6]([N:8]1[CH2:11][CH:10]([CH2:12][C:13]2[N:14]([CH3:39])[C:15]3[C:20]([N:21]=2)=[C:19]([N:22]2[CH2:23][CH2:24][O:25][CH2:26][CH2:27]2)[N:18]=[C:17]([N:28]2[C:32]4[CH:33]=[CH:34][CH:35]=[CH:36][C:31]=4[N:30]=[C:29]2[CH2:37][CH3:38])[N:16]=3)[CH2:9]1)=[O:7])([CH3:2])([CH3:4])[CH3:3]. The yield is 0.830. (5) The reactants are [N+:1]([C:4]1[CH:9]=[CH:8][CH:7]=[CH:6][C:5]=1[S:10]([N:13]1[CH2:19][CH2:18][CH2:17][N:16]2[N:20]=[C:21]([C:23](O)=[O:24])[CH:22]=[C:15]2[CH2:14]1)(=[O:12])=[O:11])([O-:3])=[O:2].[O:26]1[CH2:31][CH2:30][CH2:29][CH2:28][CH:27]1[O:32][NH2:33].F[P-](F)(F)(F)(F)F.C[N+](C)=C(N(C)C)ON1C2N=CC=CC=2N=N1.CN1CCOCC1. The catalyst is C(Cl)Cl. The product is [N+:1]([C:4]1[CH:9]=[CH:8][CH:7]=[CH:6][C:5]=1[S:10]([N:13]1[CH2:19][CH2:18][CH2:17][N:16]2[N:20]=[C:21]([C:23]([NH:33][O:32][CH:27]3[CH2:28][CH2:29][CH2:30][CH2:31][O:26]3)=[O:24])[CH:22]=[C:15]2[CH2:14]1)(=[O:12])=[O:11])([O-:3])=[O:2]. The yield is 1.00. (6) The reactants are [F:1][C:2]1[CH:7]=[CH:6][CH:5]=[C:4]([F:8])[C:3]=1[C:9]1[NH:17][C:16]2[CH2:15][CH2:14][N:13]([C:18]3[N:19]([CH2:27][CH3:28])[N:20]=[C:21]([C:23]([F:26])([F:25])[F:24])[CH:22]=3)[C:12](=O)[C:11]=2[CH:10]=1.CSC. The catalyst is C1COCC1. The product is [F:8][C:4]1[CH:5]=[CH:6][CH:7]=[C:2]([F:1])[C:3]=1[C:9]1[NH:17][C:16]2[CH2:15][CH2:14][N:13]([C:18]3[N:19]([CH2:27][CH3:28])[N:20]=[C:21]([C:23]([F:26])([F:25])[F:24])[CH:22]=3)[CH2:12][C:11]=2[CH:10]=1. The yield is 0.470. (7) The reactants are [NH2:1][CH2:2][C:3]1([C:8]2[CH:9]=[C:10]([NH:14][C:15](=[O:26])[C:16]3[CH:21]=[CH:20][C:19]([O:22][CH3:23])=[C:18]([O:24][CH3:25])[CH:17]=3)[CH:11]=[CH:12][CH:13]=2)[CH2:7][CH2:6][CH2:5][CH2:4]1.[CH3:27][N:28]1[C:36]2[C:31](=[CH:32][CH:33]=[CH:34][CH:35]=2)[C:30]([C:37](O)=[O:38])=[N:29]1.C1C=CC2N(O)N=NC=2C=1.C(Cl)CCl. The catalyst is C(Cl)Cl. The product is [CH3:25][O:24][C:18]1[CH:17]=[C:16]([CH:21]=[CH:20][C:19]=1[O:22][CH3:23])[C:15]([NH:14][C:10]1[CH:9]=[C:8]([C:3]2([CH2:2][NH:1][C:37]([C:30]3[C:31]4[C:36](=[CH:35][CH:34]=[CH:33][CH:32]=4)[N:28]([CH3:27])[N:29]=3)=[O:38])[CH2:4][CH2:5][CH2:6][CH2:7]2)[CH:13]=[CH:12][CH:11]=1)=[O:26]. The yield is 0.130. (8) The reactants are [C:1]([C:3]1[CH:8]=[CH:7][C:6]([C:9]2[CH:10]=[N:11][N:12]([C:23]3[CH:32]=[C:31]([CH3:33])[C:26]([C:27]([O:29]C)=[O:28])=[CH:25][N:24]=3)[C:13]=2[O:14]COCC[Si](C)(C)C)=[CH:5][CH:4]=1)#[N:2].CO.[Li+].[OH-]. The catalyst is O. The product is [C:1]([C:3]1[CH:4]=[CH:5][C:6]([C:9]2[CH:10]=[N:11][N:12]([C:23]3[CH:32]=[C:31]([CH3:33])[C:26]([C:27]([OH:29])=[O:28])=[CH:25][N:24]=3)[C:13]=2[OH:14])=[CH:7][CH:8]=1)#[N:2]. The yield is 0.518. (9) The reactants are [CH3:1][N:2]([CH3:15])[CH2:3][CH2:4][O:5][C:6]1[CH:11]=[CH:10][C:9]([N+:12]([O-])=O)=[CH:8][CH:7]=1.[H][H]. The catalyst is C(OCC)(=O)C.[Pd]. The product is [CH3:1][N:2]([CH3:15])[CH2:3][CH2:4][O:5][C:6]1[CH:11]=[CH:10][C:9]([NH2:12])=[CH:8][CH:7]=1. The yield is 1.00.